The task is: Predict which catalyst facilitates the given reaction.. This data is from Catalyst prediction with 721,799 reactions and 888 catalyst types from USPTO. Reactant: [C:1]([C:4]1[CH:44]=[CH:43][C:7]2[NH:8][C:9]([C:11]3[C:12]([OH:42])=[C:13]([C:23]4[C:28]([OH:29])=[CH:27][CH:26]=[C:25]([CH2:30][NH:31][C:32]([C@@H:34]5[C@@H:38]([CH3:39])[O:37]C(C)(C)[O:35]5)=[O:33])[CH:24]=4)[CH:14]=[C:15]([C:17]([C:20](=[O:22])[NH2:21])([CH3:19])[CH3:18])[CH:16]=3)=[N:10][C:6]=2[CH:5]=1)(=[NH:3])[NH2:2]. Product: [C:1]([C:4]1[CH:44]=[CH:43][C:7]2[NH:8][C:9]([C:11]3[C:12]([OH:42])=[C:13]([C:23]4[C:28]([OH:29])=[CH:27][CH:26]=[C:25]([CH2:30][NH:31][C:32](=[O:33])[C@@H:34]([OH:35])[C@H:38]([OH:37])[CH3:39])[CH:24]=4)[CH:14]=[C:15]([C:17]([C:20](=[O:22])[NH2:21])([CH3:19])[CH3:18])[CH:16]=3)=[N:10][C:6]=2[CH:5]=1)(=[NH:2])[NH2:3]. The catalyst class is: 33.